Dataset: Full USPTO retrosynthesis dataset with 1.9M reactions from patents (1976-2016). Task: Predict the reactants needed to synthesize the given product. (1) Given the product [CH2:23]([N:25]([CH2:26][CH3:27])[C:6](=[O:8])[C:5]1[CH:9]=[CH:10][C:2]([CH3:1])=[C:3]([N+:11]([O-:13])=[O:12])[CH:4]=1)[CH3:24], predict the reactants needed to synthesize it. The reactants are: [CH3:1][C:2]1[CH:10]=[CH:9][C:5]([C:6]([OH:8])=O)=[CH:4][C:3]=1[N+:11]([O-:13])=[O:12].S(Cl)(Cl)=O.C1COCC1.[CH2:23]([NH:25][CH2:26][CH3:27])[CH3:24]. (2) Given the product [NH2:8][C:6]1[CH:7]=[C:2]([F:1])[CH:3]=[C:4]([C:11]2[C:12]([C:17]#[N:18])=[CH:13][CH:14]=[CH:15][CH:16]=2)[CH:5]=1, predict the reactants needed to synthesize it. The reactants are: [F:1][C:2]1[CH:3]=[C:4]([C:11]2[C:12]([C:17]#[N:18])=[CH:13][CH:14]=[CH:15][CH:16]=2)[CH:5]=[C:6]([N+:8]([O-])=O)[CH:7]=1.O.O.[Sn](Cl)Cl. (3) Given the product [Cl-:8].[N+:1]([C:4]1[CH:5]=[C:6]([CH:9]=[CH:10][CH:11]=1)[CH2:7][P+:18]([C:19]1[CH:20]=[CH:21][CH:22]=[CH:23][CH:24]=1)([C:25]1[CH:30]=[CH:29][CH:28]=[CH:27][CH:26]=1)[C:12]1[CH:13]=[CH:14][CH:15]=[CH:16][CH:17]=1)([O-:3])=[O:2], predict the reactants needed to synthesize it. The reactants are: [N+:1]([C:4]1[CH:5]=[C:6]([CH:9]=[CH:10][CH:11]=1)[CH2:7][Cl:8])([O-:3])=[O:2].[C:12]1([P:18]([C:25]2[CH:30]=[CH:29][CH:28]=[CH:27][CH:26]=2)[C:19]2[CH:24]=[CH:23][CH:22]=[CH:21][CH:20]=2)[CH:17]=[CH:16][CH:15]=[CH:14][CH:13]=1. (4) Given the product [Br:1][C:2]1[CH:3]=[C:4]2[C:9](=[CH:10][CH:11]=1)[N:8]=[C:7]([NH:12][CH:13]([C:22]([OH:24])=[O:23])[CH2:14][C:15]1[CH:16]=[CH:17][C:18]([O:21][C:29]3[C:38]([C:39]([OH:41])=[O:40])=[CH:37][C:36]4[C:31](=[CH:32][CH:33]=[CH:34][CH:35]=4)[N:30]=3)=[CH:19][CH:20]=1)[C:6]([C:25]([OH:27])=[O:26])=[CH:5]2, predict the reactants needed to synthesize it. The reactants are: [Br:1][C:2]1[CH:3]=[C:4]2[C:9](=[CH:10][CH:11]=1)[N:8]=[C:7]([NH:12][CH:13]([C:22]([OH:24])=[O:23])[CH2:14][C:15]1[CH:20]=[CH:19][C:18]([OH:21])=[CH:17][CH:16]=1)[C:6]([C:25]([OH:27])=[O:26])=[CH:5]2.Cl[C:29]1[C:38]([C:39]([OH:41])=[O:40])=[CH:37][C:36]2[C:31](=[CH:32][CH:33]=[CH:34][CH:35]=2)[N:30]=1.